Dataset: Forward reaction prediction with 1.9M reactions from USPTO patents (1976-2016). Task: Predict the product of the given reaction. (1) Given the reactants [C:1]([O:5][C:6]([NH:8][C@H:9]1[CH2:14][CH2:13][C@H:12]([NH2:15])[CH2:11][CH2:10]1)=[O:7])([CH3:4])([CH3:3])[CH3:2].C(=O)([O-])[O-].[K+].[K+].Br[CH2:23][CH2:24][CH2:25][CH2:26][CH2:27]Br, predict the reaction product. The product is: [C:1]([O:5][C:6](=[O:7])[NH:8][C@H:9]1[CH2:10][CH2:11][C@H:12]([N:15]2[CH2:27][CH2:26][CH2:25][CH2:24][CH2:23]2)[CH2:13][CH2:14]1)([CH3:4])([CH3:2])[CH3:3]. (2) The product is: [CH2:1]([CH:8]1[C:16]2[C:11](=[CH:12][CH:13]=[C:14]([O:17][CH2:18][CH2:19][NH:20][S:21]([C:24]3[N:25]=[CH:26][N:27]([CH3:29])[CH:28]=3)(=[O:23])=[O:22])[CH:15]=2)[CH2:10][NH:9]1)[C:2]1[CH:3]=[CH:4][CH:5]=[CH:6][CH:7]=1. Given the reactants [CH2:1]([CH:8]1[C:16]2[C:11](=[CH:12][CH:13]=[C:14]([O:17][CH2:18][CH2:19][NH:20][S:21]([C:24]3[N:25]=[CH:26][N:27]([CH3:29])[CH:28]=3)(=[O:23])=[O:22])[CH:15]=2)[C:10](=O)[NH:9]1)[C:2]1[CH:7]=[CH:6][CH:5]=[CH:4][CH:3]=1.CSC.B.Cl.[OH-].[Na+], predict the reaction product. (3) Given the reactants O[C:2]([C:27]1[CH:32]=[CH:31][CH:30]=[CH:29][CH:28]=1)([CH2:23][C:24]([CH3:26])=[CH2:25])[CH2:3][CH2:4][N:5]([C:19]([O:21]C)=[O:20])[C@H:6]1[CH2:11][CH2:10][CH2:9][N:8]([C:12]([O:14][C:15]([CH3:18])([CH3:17])[CH3:16])=[O:13])[CH2:7]1.[H-].[Na+], predict the reaction product. The product is: [CH3:26][C:24](=[CH2:25])[CH2:23][C@@:2]1([C:27]2[CH:32]=[CH:31][CH:30]=[CH:29][CH:28]=2)[O:20][C:19](=[O:21])[N:5]([C@H:6]2[CH2:11][CH2:10][CH2:9][N:8]([C:12]([O:14][C:15]([CH3:18])([CH3:17])[CH3:16])=[O:13])[CH2:7]2)[CH2:4][CH2:3]1. (4) Given the reactants C(N(CC)CC)C.C1C=CC2N(O)N=NC=2C=1.CCN=C=NCCCN(C)C.Cl.[I:30][C:31]1[CH:36]=[CH:35][C:34]([CH2:37][C:38]([OH:40])=O)=[CH:33][CH:32]=1.[NH:41]1[CH2:46][CH2:45][O:44][CH2:43][CH2:42]1, predict the reaction product. The product is: [I:30][C:31]1[CH:32]=[CH:33][C:34]([CH2:37][C:38]([N:41]2[CH2:46][CH2:45][O:44][CH2:43][CH2:42]2)=[O:40])=[CH:35][CH:36]=1. (5) Given the reactants [NH2:1][C:2]1[C:11]([N+:12]([O-])=O)=[CH:10][C:9]([Br:15])=[C:8]([O:16][CH3:17])[C:3]=1[C:4]([O:6][CH3:7])=[O:5].O.[F:19][C:20]1[CH:21]=[C:22]([C:27]([CH:29]=O)=O)[CH:23]=[CH:24][C:25]=1[F:26], predict the reaction product. The product is: [Br:15][C:9]1[C:8]([O:16][CH3:17])=[C:3]([C:4]([O:6][CH3:7])=[O:5])[C:2]2[N:1]=[C:27]([C:22]3[CH:23]=[CH:24][C:25]([F:26])=[C:20]([F:19])[CH:21]=3)[CH:29]=[N:12][C:11]=2[CH:10]=1. (6) Given the reactants [C:1]([N:4]1[CH2:9][CH2:8][CH2:7][CH:6]([NH:10][NH:11]C(OC(C)(C)C)=O)[CH2:5]1)(=[O:3])[CH3:2].[ClH:19], predict the reaction product. The product is: [ClH:19].[NH:10]([CH:6]1[CH2:7][CH2:8][CH2:9][N:4]([C:1](=[O:3])[CH3:2])[CH2:5]1)[NH2:11].